From a dataset of CYP3A4 inhibition data for predicting drug metabolism from PubChem BioAssay. Regression/Classification. Given a drug SMILES string, predict its absorption, distribution, metabolism, or excretion properties. Task type varies by dataset: regression for continuous measurements (e.g., permeability, clearance, half-life) or binary classification for categorical outcomes (e.g., BBB penetration, CYP inhibition). Dataset: cyp3a4_veith. (1) The molecule is CCCCCCC(C)(C)c1ccc([C@@H]2C[C@H](O)CC[C@@H]2CCCO)c(O)c1. The result is 1 (inhibitor). (2) The result is 0 (non-inhibitor). The drug is CCCCC(=O)Nc1ccc(C(=O)NNC(=O)CCc2ccccc2)cc1. (3) The drug is O=C(O)CCCC[C@H]1CCSS1. The result is 0 (non-inhibitor). (4) The compound is Cn1cccc1C(=O)N1CCC[C@@]2(CCN(Cc3ccc(C#N)cc3)C2)C1. The result is 1 (inhibitor). (5) The compound is O=C(c1csnn1)N1CCC2(CCCN(Cc3cc(C(F)(F)F)cc(C(F)(F)F)c3)C2)CC1. The result is 1 (inhibitor). (6) The molecule is C/C(=N/O)c1cn(-c2ncc(C(F)(F)F)cc2Cl)c(C)n1. The result is 0 (non-inhibitor). (7) The drug is Cc1ccc(C(=O)NNC(=O)CSc2nnc(-c3ccncc3)n2-c2ccc(C)cc2)cc1. The result is 1 (inhibitor). (8) The drug is CSc1nc(-c2ccc(C)cc2)nc(C(Cl)Cl)n1. The result is 0 (non-inhibitor). (9) The molecule is C/C(=N/NC(=O)c1ccc(NC(=O)c2ccc(F)cc2)cc1)c1ccccc1. The result is 0 (non-inhibitor).